This data is from Forward reaction prediction with 1.9M reactions from USPTO patents (1976-2016). The task is: Predict the product of the given reaction. (1) The product is: [Cl:1][C:2]1[CH:3]=[C:4]([C:9]([N:20]([CH3:21])[CH3:18])=[O:11])[CH:5]=[N:6][C:7]=1[Cl:8]. Given the reactants [Cl:1][C:2]1[CH:3]=[C:4]([C:9]([OH:11])=O)[CH:5]=[N:6][C:7]=1[Cl:8].C(Cl)(=O)C(Cl)=O.[CH2:18]([N:20](CC)[CH2:21]C)C, predict the reaction product. (2) Given the reactants Br[C:2]([Br:22])=[CH:3][C:4]1[CH:9]=[CH:8][C:7]([N:10]2[CH2:14][C@H:13]([CH2:15][NH:16][C:17](=[O:19])[CH3:18])[O:12][C:11]2=[O:20])=[CH:6][C:5]=1[F:21].[C:23]([C:26]1[S:30][C:29](B(O)O)=[CH:28][CH:27]=1)(=[O:25])[CH3:24].C(=O)([O-])[O-].[Na+].[Na+], predict the reaction product. The product is: [C:23]([C:26]1[S:30][C:29](/[C:2](/[Br:22])=[CH:3]/[C:4]2[CH:9]=[CH:8][C:7]([N:10]3[CH2:14][C@H:13]([CH2:15][NH:16][C:17](=[O:19])[CH3:18])[O:12][C:11]3=[O:20])=[CH:6][C:5]=2[F:21])=[CH:28][CH:27]=1)(=[O:25])[CH3:24]. (3) Given the reactants [H-].[Al+3].[Li+].[H-].[H-].[H-].[C:7]([C:10]1[CH:11]=[C:12]([C:32]2[C:33]([CH3:38])=[N:34][O:35][C:36]=2[CH3:37])[CH:13]=[C:14]2[C:22]=1[N:21]([CH2:23][CH:24]1[CH2:26][CH2:25]1)[C:20]1[CH:19]=[C:18]([C:27](OCC)=[O:28])[CH:17]=[CH:16][C:15]2=1)(=[O:9])[NH2:8], predict the reaction product. The product is: [CH:24]1([CH2:23][N:21]2[C:22]3[C:10]([C:7]([NH2:8])=[O:9])=[CH:11][C:12]([C:32]4[C:33]([CH3:38])=[N:34][O:35][C:36]=4[CH3:37])=[CH:13][C:14]=3[C:15]3[C:20]2=[CH:19][C:18]([CH2:27][OH:28])=[CH:17][CH:16]=3)[CH2:26][CH2:25]1. (4) Given the reactants CO[C:3]1[C:8]([C:9]([C:11](=[C:17]([S:20][CH3:21])SC)[C:12]([O:14][CH2:15][CH3:16])=[O:13])=[O:10])=[CH:7][N:6]=[C:5]([S:22][CH3:23])[N:4]=1.[NH2:24][C:25]1C=[CH:29][CH:28]=[CH:27][C:26]=1S.C([O-])([O-])=O.[K+].[K+].CCOC(C)=O, predict the reaction product. The product is: [CH2:15]([O:14][C:12]([C:11]1[C:9](=[O:10])[C:8]2[CH:7]=[N:6][C:5]([S:22][CH3:23])=[N:4][C:3]=2[N:24]2[C:17]=1[S:20][C:21]1[CH:29]=[CH:28][CH:27]=[CH:26][C:25]2=1)=[O:13])[CH3:16]. (5) Given the reactants [CH3:1][N:2]1[CH2:7][CH2:6][NH:5][CH2:4][CH2:3]1.[S:8]1[C:14]2[CH:15]=[CH:16][CH:17]=[CH:18][C:13]=2[NH:12][C:11](=O)[CH2:10][CH2:9]1, predict the reaction product. The product is: [CH3:1][N:2]1[CH2:7][CH2:6][N:5]([C:11]2[CH2:10][CH2:9][S:8][C:14]3[CH:15]=[CH:16][CH:17]=[CH:18][C:13]=3[N:12]=2)[CH2:4][CH2:3]1. (6) Given the reactants [Br:1][C:2]1[CH:10]=[C:9]([F:11])[C:5]([C:6](O)=[O:7])=[C:4]([F:12])[CH:3]=1.C([N:15](CC)CC)C.ClC(OCC)=O.N, predict the reaction product. The product is: [Br:1][C:2]1[CH:10]=[C:9]([F:11])[C:5]([C:6]([NH2:15])=[O:7])=[C:4]([F:12])[CH:3]=1.